Dataset: Forward reaction prediction with 1.9M reactions from USPTO patents (1976-2016). Task: Predict the product of the given reaction. (1) Given the reactants [CH:1]1([CH2:4][N:5]2[C:9]3[CH:10]=[CH:11][C:12]([S:14]([CH:17]4[CH2:22][CH2:21][NH:20][CH2:19][CH2:18]4)(=[O:16])=[O:15])=[CH:13][C:8]=3[N:7]=[C:6]2[CH2:23][C:24]([CH3:27])([CH3:26])[CH3:25])[CH2:3][CH2:2]1.C(N(CC)CC)C.[C:35]1([C:41](Cl)([C:48]2[CH:53]=[CH:52][CH:51]=[CH:50][CH:49]=2)[C:42]2[CH:47]=[CH:46][CH:45]=[CH:44][CH:43]=2)[CH:40]=[CH:39][CH:38]=[CH:37][CH:36]=1, predict the reaction product. The product is: [CH:1]1([CH2:4][N:5]2[C:9]3[CH:10]=[CH:11][C:12]([S:14]([CH:17]4[CH2:22][CH2:21][N:20]([C:41]([C:35]5[CH:40]=[CH:39][CH:38]=[CH:37][CH:36]=5)([C:48]5[CH:49]=[CH:50][CH:51]=[CH:52][CH:53]=5)[C:42]5[CH:43]=[CH:44][CH:45]=[CH:46][CH:47]=5)[CH2:19][CH2:18]4)(=[O:15])=[O:16])=[CH:13][C:8]=3[N:7]=[C:6]2[CH2:23][C:24]([CH3:27])([CH3:26])[CH3:25])[CH2:2][CH2:3]1. (2) Given the reactants [CH3:1][O:2][C:3]1[CH:18]=[CH:17][C:6]([CH2:7][N:8]2[C@H:12]([C:13]([OH:15])=O)[CH2:11][S:10][C:9]2=[O:16])=[CH:5][CH:4]=1.C(OC(C)C)(=O)C.CN1CCOCC1.C(Cl)(=O)C(C)(C)C.[CH3:40][O:41][NH:42][CH3:43], predict the reaction product. The product is: [CH3:40][O:41][N:42]([CH3:43])[C:13]([C@@H:12]1[CH2:11][S:10][C:9](=[O:16])[N:8]1[CH2:7][C:6]1[CH:5]=[CH:4][C:3]([O:2][CH3:1])=[CH:18][CH:17]=1)=[O:15]. (3) Given the reactants Br[CH2:2][C:3]1[CH:8]=[CH:7][C:6]([CH2:9][CH2:10][NH:11][C:12]([C:14]2[CH:19]=[CH:18][C:17]([C:20]3[CH:25]=[CH:24][C:23]([Cl:26])=[CH:22][CH:21]=3)=[CH:16][CH:15]=2)=[O:13])=[CH:5][CH:4]=1.C([O-])([O-])=O.[K+].[K+].[CH3:33][N:34]1[CH2:37][C:36]2([CH2:41][CH2:40][NH:39][CH2:38]2)[CH2:35]1, predict the reaction product. The product is: [CH3:33][N:34]1[CH2:37][C:36]2([CH2:41][CH2:40][N:39]([CH2:2][C:3]3[CH:8]=[CH:7][C:6]([CH2:9][CH2:10][NH:11][C:12]([C:14]4[CH:19]=[CH:18][C:17]([C:20]5[CH:25]=[CH:24][C:23]([Cl:26])=[CH:22][CH:21]=5)=[CH:16][CH:15]=4)=[O:13])=[CH:5][CH:4]=3)[CH2:38]2)[CH2:35]1. (4) Given the reactants [NH:1]1[C@@H:9]2[C@@H:4]([CH2:5][CH2:6][CH2:7][CH2:8]2)[CH2:3][C@H:2]1[C:10]([OH:12])=[O:11].[C:13](O[C:13]([O:15][C:16]([CH3:19])([CH3:18])[CH3:17])=[O:14])([O:15][C:16]([CH3:19])([CH3:18])[CH3:17])=[O:14], predict the reaction product. The product is: [C:16]([O:15][C:13]([N:1]1[C@@H:9]2[C@@H:4]([CH2:5][CH2:6][CH2:7][CH2:8]2)[CH2:3][C@H:2]1[C:10]([OH:12])=[O:11])=[O:14])([CH3:19])([CH3:18])[CH3:17]. (5) Given the reactants C1C2C(=CC=CC=2)C=CC=1OS([C:15]([F:18])([F:17])[F:16])(=O)=O.C1(P(C2CCCCC2)[C:26]2[CH:31]=[CH:30][CH:29]=[CH:28][C:27]=2[C:32]2[C:37](OC(C)C)=[CH:36][CH:35]=[CH:34][C:33]=2OC(C)C)CCCCC1.[C:52]([O-])([O-])=O.[K+].[K+], predict the reaction product. The product is: [F:16][C:15]([F:18])([F:17])[C@@H:26]1[CH2:31][C@H:30]1[C:29]1[CH:28]=[CH:27][C:32]2[C:33](=[CH:34][CH:35]=[CH:36][CH:37]=2)[CH:52]=1. (6) Given the reactants Cl.C([NH:5][CH2:6][CH2:7][N:8]([CH2:21][CH2:22][C:23]12[CH2:32][CH:27]3[CH2:28][CH:29]([CH2:31][CH:25]([CH2:26]3)[CH2:24]1)[CH2:30]2)[C:9]([NH:11][CH2:12][CH2:13][CH2:14][C:15]1[CH:20]=[CH:19][N:18]=[CH:17][CH:16]=1)=[O:10])(=O)C.[OH-].[Na+].C(Cl)(Cl)Cl, predict the reaction product. The product is: [C:23]12([CH2:22][CH2:21][N:8]([CH2:7][CH2:6][NH2:5])[C:9]([NH:11][CH2:12][CH2:13][CH2:14][C:15]3[CH:20]=[CH:19][N:18]=[CH:17][CH:16]=3)=[O:10])[CH2:30][CH:29]3[CH2:28][CH:27]([CH2:26][CH:25]([CH2:31]3)[CH2:24]1)[CH2:32]2. (7) Given the reactants Cl.Cl[C:3]1[N:16]2[C:7](=[N:8][C:9]3[C:14]([C:15]2=[O:17])=[C:13]([F:18])[CH:12]=[CH:11][CH:10]=3)[C:6]2[CH:19]=[CH:20][N:21]([S:22]([C:25]3[CH:30]=[CH:29][C:28]([CH3:31])=[CH:27][CH:26]=3)(=[O:24])=[O:23])[C:5]=2[N:4]=1.[CH3:32][N:33]([CH2:35][C:36]([N:38]1[C:47]2[C:42](=[CH:43][C:44]([CH3:49])=[C:45]([NH2:48])[CH:46]=2)[CH2:41][CH2:40][CH2:39]1)=[O:37])[CH3:34].[NH4+:50].[OH-].CCOC(C)=O, predict the reaction product. The product is: [CH3:34][N:33]([CH3:32])[CH2:35][C:36]([N:38]1[C:47]2[C:42](=[CH:43][C:44]([CH3:49])=[C:45]([NH:48][C:3]3[N:16]=[C:7]([NH:8][C:9]4[CH:10]=[CH:11][CH:12]=[C:13]([F:18])[C:14]=4[C:15]([NH2:50])=[O:17])[C:6]4[CH:19]=[CH:20][N:21]([S:22]([C:25]5[CH:30]=[CH:29][C:28]([CH3:31])=[CH:27][CH:26]=5)(=[O:24])=[O:23])[C:5]=4[N:4]=3)[CH:46]=2)[CH2:41][CH2:40][CH2:39]1)=[O:37].